From a dataset of Forward reaction prediction with 1.9M reactions from USPTO patents (1976-2016). Predict the product of the given reaction. (1) Given the reactants [Br:1][C:2]1[C:3]([F:12])=[C:4]2[C:10]([NH2:11])=[CH:9][NH:8][C:5]2=[N:6][CH:7]=1.[F:13][C:14]([F:25])([F:24])[C:15]1[CH:16]=[C:17]([CH:21]=[CH:22][CH:23]=1)[C:18](O)=[O:19].C1N(P(Cl)(N2C(=O)OCC2)=O)C(=O)OC1.C(N(CC)CC)C, predict the reaction product. The product is: [Br:1][C:2]1[C:3]([F:12])=[C:4]2[C:10]([NH:11][C:18](=[O:19])[C:17]3[CH:21]=[CH:22][CH:23]=[C:15]([C:14]([F:13])([F:24])[F:25])[CH:16]=3)=[CH:9][NH:8][C:5]2=[N:6][CH:7]=1. (2) The product is: [C:1]([O:5][C:6]([NH:8][C:9]1([C:14]([O:16][CH3:17])=[O:15])[CH2:13][CH2:12][CH2:11][CH2:10]1)=[O:7])([CH3:4])([CH3:2])[CH3:3]. Given the reactants [C:1]([O:5][C:6]([NH:8][C:9]1([C:14]([OH:16])=[O:15])[CH2:13][CH2:12][CH2:11][CH2:10]1)=[O:7])([CH3:4])([CH3:3])[CH3:2].[CH3:17][Si](C=[N+]=[N-])(C)C, predict the reaction product. (3) Given the reactants B(Br)(Br)Br.[C:5]([N:8]1[C:17]2[C:12](=[CH:13][C:14]([NH:18][C:19](=[O:28])[C:20]3[CH:25]=[CH:24][CH:23]=[CH:22][C:21]=3[O:26]C)=[CH:15][CH:16]=2)[C:11]([C:30]2[CH:35]=[CH:34][CH:33]=[CH:32][CH:31]=2)([CH3:29])[CH2:10][C:9]1([CH3:37])[CH3:36])(=[O:7])[CH3:6].O, predict the reaction product. The product is: [C:5]([N:8]1[C:17]2[C:12](=[CH:13][C:14]([NH:18][C:19](=[O:28])[C:20]3[CH:25]=[CH:24][CH:23]=[CH:22][C:21]=3[OH:26])=[CH:15][CH:16]=2)[C:11]([C:30]2[CH:35]=[CH:34][CH:33]=[CH:32][CH:31]=2)([CH3:29])[CH2:10][C:9]1([CH3:37])[CH3:36])(=[O:7])[CH3:6]. (4) Given the reactants [C:1]([NH:4][CH2:5][CH2:6][CH:7]1[C:15]2[C:10](=[CH:11][CH:12]=[C:13]([NH:17][C:18](=[O:27])[CH2:19][CH2:20][C:21]3[CH:26]=[CH:25][CH:24]=[CH:23][CH:22]=3)[C:14]=2O)[CH2:9][CH2:8]1)(=[O:3])[CH3:2].C1(C)C=CC(S([O-])(=O)=O)=CC=1.[NH+]1C=CC=CC=1, predict the reaction product. The product is: [C:21]1([CH2:20][CH2:19][C:18]2[O:27][C:14]3[C:15]4[CH:7]([CH2:6][CH2:5][NH:4][C:1](=[O:3])[CH3:2])[CH2:8][CH2:9][C:10]=4[CH:11]=[CH:12][C:13]=3[N:17]=2)[CH:26]=[CH:25][CH:24]=[CH:23][CH:22]=1. (5) Given the reactants [CH2:1]([O:3][C:4]([CH:6]1[CH2:23][N:10]2[CH2:11][CH2:12][C:13]3[C:18]([CH:9]2[CH2:8][C:7]1=O)=[CH:17][C:16]([O:19][CH3:20])=[C:15]([O:21][CH3:22])[CH:14]=3)=[O:5])[CH3:2].C([O-])(=O)C.[NH4+:29], predict the reaction product. The product is: [CH2:1]([O:3][C:4]([C:6]1[CH2:23][N:10]2[CH2:11][CH2:12][C:13]3[C:18]([CH:9]2[CH2:8][C:7]=1[NH2:29])=[CH:17][C:16]([O:19][CH3:20])=[C:15]([O:21][CH3:22])[CH:14]=3)=[O:5])[CH3:2]. (6) Given the reactants [CH3:1][C:2]1[N:7]2[N:8]=[C:9](/[CH:11]=[CH:12]/[C:13]3[N:17]([CH3:18])[N:16]=[C:15]([N:19]4[CH2:23][CH2:22][CH2:21][CH:20]4[CH3:24])[N:14]=3)[N:10]=[C:6]2[C:5]([CH3:25])=[N:4][CH:3]=1, predict the reaction product. The product is: [CH3:1][C:2]1[N:7]2[N:8]=[C:9]([CH2:11][CH2:12][C:13]3[N:17]([CH3:18])[N:16]=[C:15]([N:19]4[CH2:23][CH2:22][CH2:21][CH:20]4[CH3:24])[N:14]=3)[N:10]=[C:6]2[C:5]([CH3:25])=[N:4][CH:3]=1.